Dataset: Forward reaction prediction with 1.9M reactions from USPTO patents (1976-2016). Task: Predict the product of the given reaction. (1) Given the reactants C([Mg]Br)(C)C.[Br:6][C:7]1[CH:12]=[CH:11][C:10](I)=[C:9]([CH3:14])[CH:8]=1.[O:15]=[C:16]1[CH2:21][CH2:20][CH:19]([C:22]([O:24][CH2:25][CH3:26])=[O:23])[CH2:18][CH2:17]1, predict the reaction product. The product is: [Br:6][C:7]1[CH:12]=[CH:11][C:10]([C:16]2([OH:15])[CH2:17][CH2:18][CH:19]([C:22]([O:24][CH2:25][CH3:26])=[O:23])[CH2:20][CH2:21]2)=[C:9]([CH3:14])[CH:8]=1. (2) Given the reactants [Cl:1][C:2]1[CH:3]=[CH:4][C:5]2[N:11]3[C:12]([C:15]([F:18])([F:17])[F:16])=[N:13][N:14]=[C:10]3[C@@H:9]([CH2:19][C:20](N[C@@H](CC(C)C)C(OCC)=O)=[O:21])[O:8][C@H:7]([C:33]3[CH:38]=[CH:37][CH:36]=[C:35]([O:39][CH3:40])[C:34]=3[Cl:41])[C:6]=2[CH:42]=1.O.Cl.C(OCC)(=[O:47])C, predict the reaction product. The product is: [Cl:1][C:2]1[CH:3]=[CH:4][C:5]2[N:11]3[C:12]([C:15]([F:18])([F:17])[F:16])=[N:13][N:14]=[C:10]3[C@@H:9]([CH2:19][C:20]([OH:21])=[O:47])[O:8][C@H:7]([C:33]3[CH:38]=[CH:37][CH:36]=[C:35]([O:39][CH3:40])[C:34]=3[Cl:41])[C:6]=2[CH:42]=1. (3) Given the reactants [NH2:1][CH2:2][CH2:3][CH:4]([OH:21])[CH2:5][N:6]1[CH2:11][CH2:10][CH:9]([O:12][C:13]2[CH:18]=[CH:17][C:16]([Cl:19])=[C:15]([Cl:20])[CH:14]=2)[CH2:8][CH2:7]1.[NH2:22][C:23]1[CH:31]=[CH:30][C:26]([C:27](O)=[O:28])=[CH:25][C:24]=1[O:32][CH3:33], predict the reaction product. The product is: [NH2:22][C:23]1[CH:31]=[CH:30][C:26]([C:27]([NH:1][CH2:2][CH2:3][CH:4]([OH:21])[CH2:5][N:6]2[CH2:7][CH2:8][CH:9]([O:12][C:13]3[CH:18]=[CH:17][C:16]([Cl:19])=[C:15]([Cl:20])[CH:14]=3)[CH2:10][CH2:11]2)=[O:28])=[CH:25][C:24]=1[O:32][CH3:33]. (4) Given the reactants C(OC(=O)[NH:7][CH2:8][CH2:9][N:10]1[C:18]2[C:17]([NH:19][C:20]3[CH:25]=[CH:24][C:23]([O:26][C:27]4[CH:32]=[CH:31][CH:30]=[C:29](/[CH:33]=[CH:34]/[CH:35]5[CH2:37][CH2:36]5)[CH:28]=4)=[C:22]([CH3:38])[CH:21]=3)=[N:16][CH:15]=[N:14][C:13]=2[CH:12]=[CH:11]1)(C)(C)C.[ClH:40], predict the reaction product. The product is: [ClH:40].[ClH:40].[NH2:7][CH2:8][CH2:9][N:10]1[C:18]2[C:17]([NH:19][C:20]3[CH:25]=[CH:24][C:23]([O:26][C:27]4[CH:32]=[CH:31][CH:30]=[C:29](/[CH:33]=[CH:34]/[CH:35]5[CH2:36][CH2:37]5)[CH:28]=4)=[C:22]([CH3:38])[CH:21]=3)=[N:16][CH:15]=[N:14][C:13]=2[CH:12]=[CH:11]1. (5) Given the reactants [CH3:1][O:2][C:3](=[O:16])/[CH:4]=[CH:5]/[C:6]1[C:14]2[C:9](=[CH:10][CH:11]=[C:12]([F:15])[CH:13]=2)[NH:8][CH:7]=1, predict the reaction product. The product is: [CH3:1][O:2][C:3](=[O:16])[CH2:4][CH2:5][C:6]1[C:14]2[C:9](=[CH:10][CH:11]=[C:12]([F:15])[CH:13]=2)[NH:8][CH:7]=1. (6) The product is: [C:6]([C:5]1[CH:8]=[CH:9][C:2]([C:12]#[C:11][C:10]([O:14][CH2:15][CH3:16])=[O:13])=[CH:3][CH:4]=1)#[N:7]. Given the reactants I[C:2]1[CH:9]=[CH:8][C:5]([C:6]#[N:7])=[CH:4][CH:3]=1.[C:10]([O:14][CH2:15][CH3:16])(=[O:13])[C:11]#[CH:12].C(=O)([O-])[O-].[K+].[K+], predict the reaction product.